Dataset: Full USPTO retrosynthesis dataset with 1.9M reactions from patents (1976-2016). Task: Predict the reactants needed to synthesize the given product. (1) Given the product [CH3:1][N:2]([CH2:4][C:5]([O:7][CH2:8][CH3:9])=[O:6])[NH:3][C:18](=[O:19])[NH:17][CH2:10][C:11]1[CH:16]=[CH:15][CH:14]=[CH:13][CH:12]=1, predict the reactants needed to synthesize it. The reactants are: [CH3:1][N:2]([CH2:4][C:5]([O:7][CH2:8][CH3:9])=[O:6])[NH2:3].[CH2:10]([N:17]=[C:18]=[O:19])[C:11]1[CH:16]=[CH:15][CH:14]=[CH:13][CH:12]=1. (2) Given the product [O:31]1[C:36]2[CH:37]=[CH:38][C:39]([S:41]([N:11]3[C:7]([C:1]4[CH:6]=[CH:5][CH:4]=[CH:3][CH:2]=4)=[CH:8][C:9]([CH:12]=[O:13])=[CH:10]3)(=[O:43])=[O:42])=[CH:40][C:35]=2[O:34][CH2:33][CH2:32]1, predict the reactants needed to synthesize it. The reactants are: [C:1]1([C:7]2[NH:11][CH:10]=[C:9]([CH:12]=[O:13])[CH:8]=2)[CH:6]=[CH:5][CH:4]=[CH:3][CH:2]=1.[H-].[Na+].C1OCCOCCOCCOCCOC1.[O:31]1[C:36]2[CH:37]=[CH:38][C:39]([S:41](Cl)(=[O:43])=[O:42])=[CH:40][C:35]=2[O:34][CH2:33][CH2:32]1. (3) Given the product [N+:1]([C:4]1[CH:9]=[CH:8][CH:7]=[CH:6][C:5]=1[C:10]1[S:11][C:12]([CH2:19][CH2:20][CH3:21])=[N:13][N:14]=1)([O-:3])=[O:2], predict the reactants needed to synthesize it. The reactants are: [N+:1]([C:4]1[CH:9]=[CH:8][CH:7]=[CH:6][C:5]=1[C:10]1[S:11][CH:12]=[N:13][N:14]=1)([O-:3])=[O:2].C(NN[C:19](=O)[C:20]1C=CC=C[C:21]=1[N+]([O-])=O)=O.